Dataset: Forward reaction prediction with 1.9M reactions from USPTO patents (1976-2016). Task: Predict the product of the given reaction. (1) Given the reactants [CH:1]1([C:7]2[S:18][C:10]3[N:11]=[C:12]([CH3:17])[N:13]=[C:14]([C:15]#N)[C:9]=3[CH:8]=2)[CH2:6][CH2:5][CH2:4][CH2:3][CH2:2]1.Cl.[O:20]1CCO[CH2:22][CH2:21]1.CC[OH:28], predict the reaction product. The product is: [CH:1]1([C:7]2[S:18][C:10]3[N:11]=[C:12]([CH3:17])[N:13]=[C:14]([C:15]([O:20][CH2:21][CH3:22])=[O:28])[C:9]=3[CH:8]=2)[CH2:2][CH2:3][CH2:4][CH2:5][CH2:6]1. (2) Given the reactants C[O:2][C:3]1[CH:8]=[CH:7][C:6]([C:9]2([C:17]3[CH:22]=[CH:21][N:20]=[C:19]([C:23]4[CH:24]=[C:25]([CH:28]=[CH:29][CH:30]=4)[C:26]#[N:27])[CH:18]=3)[C:13](=[O:14])[N:12]([CH3:15])[C:11](=[S:16])[NH:10]2)=[CH:5][CH:4]=1.B(Br)(Br)Br, predict the reaction product. The product is: [OH:2][C:3]1[CH:4]=[CH:5][C:6]([C:9]2([C:17]3[CH:22]=[CH:21][N:20]=[C:19]([C:23]4[CH:24]=[C:25]([CH:28]=[CH:29][CH:30]=4)[C:26]#[N:27])[CH:18]=3)[C:13](=[O:14])[N:12]([CH3:15])[C:11](=[S:16])[NH:10]2)=[CH:7][CH:8]=1. (3) Given the reactants [C:1]([C:5]1[CH:23]=[CH:22][C:8]([C:9]([NH:11][C:12]2[N:13]=[C:14]3[CH:19]=[CH:18][C:17](I)=[CH:16][N:15]3[CH:21]=2)=[O:10])=[CH:7][CH:6]=1)([CH3:4])([CH3:3])[CH3:2].C([Mg]Cl)(C)C.[C-:29]#[N:30].O, predict the reaction product. The product is: [C:1]([C:5]1[CH:23]=[CH:22][C:8]([C:9]([NH:11][C:12]2[N:13]=[C:14]3[CH:19]=[CH:18][C:17]([C:29]#[N:30])=[CH:16][N:15]3[CH:21]=2)=[O:10])=[CH:7][CH:6]=1)([CH3:4])([CH3:3])[CH3:2]. (4) Given the reactants [OH:1][C:2]1[CH:9]=[CH:8][C:5]([CH:6]=[O:7])=[CH:4][CH:3]=1.[CH:10]1([CH2:13][CH2:14]O)[CH2:12][CH2:11]1.C1(P(C2C=CC=CC=2)C2C=CC=CC=2)C=CC=CC=1.N(C(OCC)=O)=NC(OCC)=O, predict the reaction product. The product is: [CH:10]1([CH2:13][CH2:14][O:1][C:2]2[CH:9]=[CH:8][C:5]([CH:6]=[O:7])=[CH:4][CH:3]=2)[CH2:12][CH2:11]1. (5) The product is: [Cl:28][C:26]1[CH:25]=[C:24]([N:29]2[CH2:34][CH2:33][N:32]([C:18]([C:9]3[CH:10]=[C:11]([S:14]([CH3:17])(=[O:15])=[O:16])[CH:12]=[CH:13][C:8]=3[C:5]3[CH:4]=[CH:3][C:2]([F:1])=[CH:7][CH:6]=3)=[O:20])[CH2:31][CH2:30]2)[CH:23]=[C:22]([Cl:21])[CH:27]=1. Given the reactants [F:1][C:2]1[CH:7]=[CH:6][C:5]([C:8]2[C:9]([C:18]([OH:20])=O)=[CH:10][C:11]([S:14]([CH3:17])(=[O:16])=[O:15])=[CH:12][CH:13]=2)=[CH:4][CH:3]=1.[Cl:21][C:22]1[CH:23]=[C:24]([N:29]2[CH2:34][CH2:33][NH:32][CH2:31][CH2:30]2)[CH:25]=[C:26]([Cl:28])[CH:27]=1.C(Cl)CCl, predict the reaction product. (6) Given the reactants [Br:1][C:2]1[CH:3]=[CH:4][C:5]([F:9])=[C:6]([CH:8]=1)[NH2:7].[C:10](OC(=O)C)(=[O:12])[CH3:11], predict the reaction product. The product is: [Br:1][C:2]1[CH:3]=[CH:4][C:5]([F:9])=[C:6]([NH:7][C:10](=[O:12])[CH3:11])[CH:8]=1. (7) Given the reactants [I:1](O)(=O)(=O)=O.S(=O)(=O)(O)O.[I-:11].[K+].[Br:13][C:14]1[CH:19]=[CH:18][C:17]([Br:20])=[CH:16][CH:15]=1, predict the reaction product. The product is: [Br:13][C:14]1[CH:19]=[C:18]([I:11])[C:17]([Br:20])=[CH:16][C:15]=1[I:1]. (8) Given the reactants [Br:1][C:2]1[CH:7]=[CH:6][C:5]([CH2:8][CH2:9][NH2:10])=[CH:4][C:3]=1[O:11][C:12]([F:15])([F:14])[F:13].[C:16](O[C:16]([O:18][C:19]([CH3:22])([CH3:21])[CH3:20])=[O:17])([O:18][C:19]([CH3:22])([CH3:21])[CH3:20])=[O:17], predict the reaction product. The product is: [Br:1][C:2]1[CH:7]=[CH:6][C:5]([CH2:8][CH2:9][NH:10][C:16](=[O:17])[O:18][C:19]([CH3:22])([CH3:21])[CH3:20])=[CH:4][C:3]=1[O:11][C:12]([F:14])([F:13])[F:15]. (9) Given the reactants [C:1]1([N:7]2[CH2:12][CH2:11][N:10]([CH2:13][CH2:14][NH2:15])[CH2:9][CH2:8]2)[CH:6]=[CH:5][CH:4]=[CH:3][CH:2]=1.[C:16]([N:20]1[C:24]([CH:25]=O)=[CH:23][C:22]([CH2:27][CH:28]([CH3:30])[CH3:29])=[N:21]1)([CH3:19])([CH3:18])[CH3:17], predict the reaction product. The product is: [C:16]([N:20]1[C:24]([CH2:25][NH:15][CH2:14][CH2:13][N:10]2[CH2:9][CH2:8][N:7]([C:1]3[CH:2]=[CH:3][CH:4]=[CH:5][CH:6]=3)[CH2:12][CH2:11]2)=[CH:23][C:22]([CH2:27][CH:28]([CH3:30])[CH3:29])=[N:21]1)([CH3:19])([CH3:18])[CH3:17]. (10) Given the reactants F[C:2]1[CH:7]=[C:6]([I:8])[C:5]([CH3:9])=[CH:4][N:3]=1.[OH-].[NH4+:11], predict the reaction product. The product is: [I:8][C:6]1[C:5]([CH3:9])=[CH:4][N:3]=[C:2]([NH2:11])[CH:7]=1.